The task is: Predict the reaction yield, written as a fraction of the theoretical maximum amount of product (1.0 means a 100% yield; for example, 0.34 means a 34% yield).. This data is from Reaction yield outcomes from USPTO patents with 853,638 reactions. The reactants are CO[C:3]([C:5]1[NH:6][N:7]=[C:8]([O:10][CH2:11][C:12]2[C:13]([C:18]3[CH:23]=[CH:22][CH:21]=[CH:20][N:19]=3)=[N:14][O:15][C:16]=2[CH3:17])[CH:9]=1)=[O:4].C[O:25][C:26]([C:28]1[NH:29]N=C(OCC2C(C3C=CC=CC=3)=NOC=2C)[CH:32]=1)=O.N[C@H](CO)C. No catalyst specified. The product is [OH:25][CH2:26][C@@H:28]([NH:29][C:3]([C:5]1[CH:9]=[C:8]([O:10][CH2:11][C:12]2[C:13]([C:18]3[CH:23]=[CH:22][CH:21]=[CH:20][N:19]=3)=[N:14][O:15][C:16]=2[CH3:17])[NH:7][N:6]=1)=[O:4])[CH3:32]. The yield is 0.500.